This data is from Full USPTO retrosynthesis dataset with 1.9M reactions from patents (1976-2016). The task is: Predict the reactants needed to synthesize the given product. (1) Given the product [S:5]1[CH2:6][CH2:7][CH:2]([NH:1][C:29](=[O:30])[C:28]2[C:23]([C:22]([F:33])([F:21])[F:32])=[CH:24][CH:25]=[N:26][CH:27]=2)[CH2:3][CH2:4]1, predict the reactants needed to synthesize it. The reactants are: [NH2:1][CH:2]1[CH2:7][CH2:6][S:5][CH2:4][CH2:3]1.S1CCC(=O)CC1.[H-].[Al+3].[Li+].[H-].[H-].[H-].[F:21][C:22]([F:33])([F:32])[C:23]1[C:28]([C:29](Cl)=[O:30])=[CH:27][N:26]=[CH:25][CH:24]=1. (2) Given the product [CH:1]12[CH2:7][CH:4]([CH2:5][CH2:6]1)[CH2:3][CH:2]2[NH:8][C:9]1[S:10][C:11]([CH3:15])([C:21]2[CH:20]=[CH:19][N:18]=[CH:17][CH:22]=2)[C:12](=[O:14])[N:13]=1, predict the reactants needed to synthesize it. The reactants are: [CH:1]12[CH2:7][CH:4]([CH2:5][CH2:6]1)[CH2:3][CH:2]2[NH:8][C:9]1[S:10][CH:11]([CH3:15])[C:12](=[O:14])[N:13]=1.Br[C:17]1[CH:22]=[CH:21][CH:20]=[CH:19][N:18]=1.CC1(C2C=CC(C#N)=CC=2)SC(N[C@H](C2C=CC=CC=2C(F)(F)F)C)=NC1=O.[Li]N([Si](C)(C)C)[Si](C)(C)C. (3) Given the product [CH3:1][N:2]1[C:6]([CH3:7])=[C:5]([CH2:8][N:31]2[CH2:32][CH2:33][CH:28]([C:24]3[CH:23]=[C:22]([NH:21][C:19](=[O:20])[CH:18]([CH3:17])[CH3:34])[CH:27]=[CH:26][CH:25]=3)[CH2:29][CH2:30]2)[C:4](=[O:10])[N:3]1[C:11]1[CH:16]=[CH:15][CH:14]=[CH:13][CH:12]=1, predict the reactants needed to synthesize it. The reactants are: [CH3:1][N:2]1[C:6]([CH3:7])=[C:5]([CH:8]=O)[C:4](=[O:10])[N:3]1[C:11]1[CH:16]=[CH:15][CH:14]=[CH:13][CH:12]=1.[CH3:17][CH:18]([CH3:34])[C:19]([NH:21][C:22]1[CH:27]=[CH:26][CH:25]=[C:24]([CH:28]2[CH2:33][CH2:32][NH:31][CH2:30][CH2:29]2)[CH:23]=1)=[O:20]. (4) The reactants are: Cl.[NH2:2][CH:3]([C:8]1[CH:13]=[CH:12][C:11]([C:14]([F:17])([F:16])[F:15])=[CH:10][CH:9]=1)[C:4](OC)=[O:5].[NH3:18]. Given the product [NH2:2][CH:3]([C:8]1[CH:13]=[CH:12][C:11]([C:14]([F:17])([F:16])[F:15])=[CH:10][CH:9]=1)[C:4]([NH2:18])=[O:5], predict the reactants needed to synthesize it.